Task: Predict the reactants needed to synthesize the given product.. Dataset: Full USPTO retrosynthesis dataset with 1.9M reactions from patents (1976-2016) Given the product [CH3:1][C:2]1([CH3:9])[CH2:7][O:8][CH:16]([C:17]2[CH:22]=[CH:21][C:20]([O:23][CH3:24])=[CH:19][CH:18]=2)[O:6][C@H:3]1[CH2:4][OH:5], predict the reactants needed to synthesize it. The reactants are: [CH3:1][C:2]([CH3:9])([CH2:7][OH:8])[C@@H:3]([OH:6])[CH2:4][OH:5].O(Cl)Cl.[P+5].CO[CH:16](OC)[C:17]1[CH:22]=[CH:21][C:20]([O:23][CH3:24])=[CH:19][CH:18]=1.